From a dataset of NCI-60 drug combinations with 297,098 pairs across 59 cell lines. Regression. Given two drug SMILES strings and cell line genomic features, predict the synergy score measuring deviation from expected non-interaction effect. (1) Drug 1: C1=CC(=C2C(=C1NCCNCCO)C(=O)C3=C(C=CC(=C3C2=O)O)O)NCCNCCO. Drug 2: CC(C)CN1C=NC2=C1C3=CC=CC=C3N=C2N. Cell line: HOP-62. Synergy scores: CSS=37.6, Synergy_ZIP=-2.90, Synergy_Bliss=-3.25, Synergy_Loewe=-29.3, Synergy_HSA=-5.13. (2) Drug 1: C1CCN(CC1)CCOC2=CC=C(C=C2)C(=O)C3=C(SC4=C3C=CC(=C4)O)C5=CC=C(C=C5)O. Drug 2: C1C(C(OC1N2C=C(C(=O)NC2=O)F)CO)O. Cell line: HOP-92. Synergy scores: CSS=27.3, Synergy_ZIP=-0.998, Synergy_Bliss=1.77, Synergy_Loewe=-12.1, Synergy_HSA=-1.29. (3) Drug 1: C1CCC(CC1)NC(=O)N(CCCl)N=O. Drug 2: CCC(=C(C1=CC=CC=C1)C2=CC=C(C=C2)OCCN(C)C)C3=CC=CC=C3.C(C(=O)O)C(CC(=O)O)(C(=O)O)O. Cell line: IGROV1. Synergy scores: CSS=27.1, Synergy_ZIP=-8.17, Synergy_Bliss=-3.32, Synergy_Loewe=-1.83, Synergy_HSA=-1.45. (4) Drug 1: CN(C)C1=NC(=NC(=N1)N(C)C)N(C)C. Drug 2: CC1C(C(CC(O1)OC2CC(CC3=C2C(=C4C(=C3O)C(=O)C5=CC=CC=C5C4=O)O)(C(=O)C)O)N)O. Cell line: OVCAR-8. Synergy scores: CSS=35.6, Synergy_ZIP=-0.527, Synergy_Bliss=-1.25, Synergy_Loewe=-22.7, Synergy_HSA=0.621. (5) Drug 1: C1=CC(=C2C(=C1NCCNCCO)C(=O)C3=C(C=CC(=C3C2=O)O)O)NCCNCCO. Cell line: HCT-15. Synergy scores: CSS=57.6, Synergy_ZIP=5.56, Synergy_Bliss=7.32, Synergy_Loewe=3.72, Synergy_HSA=11.3. Drug 2: CC1=C(N=C(N=C1N)C(CC(=O)N)NCC(C(=O)N)N)C(=O)NC(C(C2=CN=CN2)OC3C(C(C(C(O3)CO)O)O)OC4C(C(C(C(O4)CO)O)OC(=O)N)O)C(=O)NC(C)C(C(C)C(=O)NC(C(C)O)C(=O)NCCC5=NC(=CS5)C6=NC(=CS6)C(=O)NCCC[S+](C)C)O.